From a dataset of Catalyst prediction with 721,799 reactions and 888 catalyst types from USPTO. Predict which catalyst facilitates the given reaction. (1) Reactant: Cl.[CH3:2][C:3]1[C:7]([CH2:8][CH2:9][N:10]2[CH2:15][CH2:14][NH:13][CH2:12][CH2:11]2)=[C:6]([CH3:16])[O:5][N:4]=1.C([O-])([O-])=O.[K+].[K+].Br[CH2:24][C:25]([O:27][CH3:28])=[O:26].O. Product: [CH3:2][C:3]1[C:7]([CH2:8][CH2:9][N:10]2[CH2:11][CH2:12][N:13]([CH2:24][C:25]([O:27][CH3:28])=[O:26])[CH2:14][CH2:15]2)=[C:6]([CH3:16])[O:5][N:4]=1. The catalyst class is: 3. (2) Reactant: [NH2:1][C:2]1[CH:7]=[C:6]([CH2:8][NH:9][C:10]2[CH:29]=[CH:28][CH:27]=[CH:26][C:11]=2[C:12]([NH:14][C:15]2[CH:25]=[CH:24][C:18]3[O:19][C:20]([F:23])([F:22])[O:21][C:17]=3[CH:16]=2)=[O:13])[CH:5]=[CH:4][N:3]=1.[CH3:30][N:31]([CH3:35])[C:32](Cl)=[O:33]. Product: [F:22][C:20]1([F:23])[O:19][C:18]2[CH:24]=[CH:25][C:15]([NH:14][C:12](=[O:13])[C:11]3[CH:26]=[CH:27][CH:28]=[CH:29][C:10]=3[NH:9][CH2:8][C:6]3[CH:5]=[CH:4][N:3]=[C:2]([NH:1][C:32]([N:31]([CH3:35])[CH3:30])=[O:33])[CH:7]=3)=[CH:16][C:17]=2[O:21]1. The catalyst class is: 26. (3) Reactant: [NH2:1][C:2]1[CH:3]=[C:4]2[C:9](=[CH:10][CH:11]=1)[C:8]([N:12]([C:20]([O:22][C:23]([CH3:26])([CH3:25])[CH3:24])=[O:21])[C:13]([O:15][C:16]([CH3:19])([CH3:18])[CH3:17])=[O:14])=[N:7][CH:6]=[CH:5]2.[I:27]N1C(=O)CCC1=O. Product: [NH2:1][C:2]1[C:3]([I:27])=[C:4]2[C:9](=[CH:10][CH:11]=1)[C:8]([N:12]([C:13]([O:15][C:16]([CH3:17])([CH3:18])[CH3:19])=[O:14])[C:20]([O:22][C:23]([CH3:26])([CH3:25])[CH3:24])=[O:21])=[N:7][CH:6]=[CH:5]2. The catalyst class is: 2.